The task is: Predict the reactants needed to synthesize the given product.. This data is from Full USPTO retrosynthesis dataset with 1.9M reactions from patents (1976-2016). Given the product [CH3:1][N:2]([CH3:33])[C:3]1[CH:8]=[CH:7][C:6]([CH2:9][N:10]([C:24]2[CH:25]=[CH:26][C:27]([CH:30]([CH3:31])[CH3:32])=[CH:28][CH:29]=2)[C:11]([CH:13]2[C:22]3[C:17](=[CH:18][C:19]([O:23][CH2:35][CH2:36][OH:37])=[CH:20][CH:21]=3)[CH2:16][CH2:15][CH2:14]2)=[O:12])=[CH:5][CH:4]=1, predict the reactants needed to synthesize it. The reactants are: [CH3:1][N:2]([CH3:33])[C:3]1[CH:8]=[CH:7][C:6]([CH2:9][N:10]([C:24]2[CH:29]=[CH:28][C:27]([CH:30]([CH3:32])[CH3:31])=[CH:26][CH:25]=2)[C:11]([CH:13]2[C:22]3[C:17](=[CH:18][C:19]([OH:23])=[CH:20][CH:21]=3)[CH2:16][CH2:15][CH2:14]2)=[O:12])=[CH:5][CH:4]=1.Br[CH2:35][CH2:36][OH:37].